This data is from Catalyst prediction with 721,799 reactions and 888 catalyst types from USPTO. The task is: Predict which catalyst facilitates the given reaction. Reactant: [O:1]=[S:2]1(=[O:13])[C:6]2[CH:7]=[CH:8][C:9]([CH2:11]O)=[CH:10][C:5]=2[CH2:4][CH2:3]1.P(Br)(Br)[Br:15].O. Product: [Br:15][CH2:11][C:9]1[CH:8]=[CH:7][C:6]2[S:2](=[O:13])(=[O:1])[CH2:3][CH2:4][C:5]=2[CH:10]=1. The catalyst class is: 11.